This data is from Forward reaction prediction with 1.9M reactions from USPTO patents (1976-2016). The task is: Predict the product of the given reaction. (1) Given the reactants [CH2:1]=O.[CH:3]1[C:15]2[CH:14]([CH2:16][O:17][C:18]([NH:20][C@@H:21]([CH2:25][O:26][C:27]3[CH:28]=[C:29]([CH3:33])[CH:30]=[CH:31][CH:32]=3)[C:22]([OH:24])=[O:23])=[O:19])[C:13]3[C:8](=[CH:9][CH:10]=[CH:11][CH:12]=3)[C:7]=2[CH:6]=[CH:5][CH:4]=1, predict the reaction product. The product is: [O:23]=[C:22]1[O:24][CH2:1][N:20]([C:18]([O:17][CH2:16][CH:14]2[C:15]3[CH:3]=[CH:4][CH:5]=[CH:6][C:7]=3[C:8]3[C:13]2=[CH:12][CH:11]=[CH:10][CH:9]=3)=[O:19])[C@H:21]1[CH2:25][O:26][C:27]1[CH:28]=[C:29]([CH3:33])[CH:30]=[CH:31][CH:32]=1. (2) The product is: [CH2:23]([O:22][C@@H:5]([CH2:6][C:7]1[CH:8]=[CH:9][C:10]([O:13][CH2:14][C:15]2[S:16][C:17]([C:37]3[CH:36]=[CH:35][C:34]([C:31]4[CH:30]=[C:29]([CH2:28][O:27][CH3:26])[O:33][N:32]=4)=[CH:39][CH:38]=3)=[CH:18][C:19]=2[CH3:20])=[CH:11][CH:12]=1)[C:4]([OH:3])=[O:25])[CH3:24]. Given the reactants C([O:3][C:4](=[O:25])[C@@H:5]([O:22][CH2:23][CH3:24])[CH2:6][C:7]1[CH:12]=[CH:11][C:10]([O:13][CH2:14][C:15]2[S:16][C:17](Br)=[CH:18][C:19]=2[CH3:20])=[CH:9][CH:8]=1)C.[CH3:26][O:27][CH2:28][C:29]1[O:33][N:32]=[C:31]([C:34]2[CH:39]=[CH:38][C:37](B3OC(C)(C)C(C)(C)O3)=[CH:36][CH:35]=2)[CH:30]=1, predict the reaction product. (3) Given the reactants [N+:1]([C:4]1[CH:9]=[CH:8][C:7]([NH:10][CH2:11][C:12]2[CH:17]=[CH:16][C:15]([F:18])=[CH:14][CH:13]=2)=[C:6]([N+:19]([O-:21])=[O:20])[C:5]=1[NH2:22])([O-])=O.[Cl-].[NH4+].CCN(C(C)C)C(C)C.Cl[C:35]([O:37][CH2:38][CH3:39])=[O:36], predict the reaction product. The product is: [NH2:22][C:5]1[C:6]([N+:19]([O-:21])=[O:20])=[C:7]([NH:10][CH2:11][C:12]2[CH:17]=[CH:16][C:15]([F:18])=[CH:14][CH:13]=2)[CH:8]=[CH:9][C:4]=1[NH:1][C:35](=[O:36])[O:37][CH2:38][CH3:39].